This data is from Experimentally validated miRNA-target interactions with 360,000+ pairs, plus equal number of negative samples. The task is: Binary Classification. Given a miRNA mature sequence and a target amino acid sequence, predict their likelihood of interaction. (1) The miRNA is hsa-miR-4720-3p with sequence UGCUUAAGUUGUACCAAGUAU. The protein sequence of the target gene is MAGGMSAECPEPGPGGLQGQSPGPGRQCPPPITPTSWSLPPWRAYVAAAVLCYINLLNYMNWFIIAGVLLDIQEVFQISDNHAGLLQTVFVSCLLLSAPVFGYLGDRHSRKATMSFGILLWSGAGLSSSFISPRYSWLFFLSRGIVGTGSASYSTIAPTVLGDLFVRDQRTRVLAVFYIFIPVGSGLGYVLGSAVTMLTGNWRWALRVMPCLEAVALILLILLVPDPPRGAAETQGEGAVGGFRSSWCEDVRYLGKNWSFVWSTLGVTAMAFVTGALGFWAPKFLLEARVVHGLQPPCFQ.... Result: 0 (no interaction). (2) The miRNA is hsa-miR-4436b-3p with sequence CAGGGCAGGAAGAAGUGGACAA. The protein sequence of the target gene is MEPPAAKRSRGCPAGPEERDAGAGAARGRGRPEALLDLSAKRVAESWAFEQVEERFSRVPEPVQKRIVFWSFPRSEREICMYSSLGYPPPEGEHDARVPFTRGLHLLQSGAVDRVLQVGFHLSGNIREPGSPGEPERLYHVSISFDRCKITSVSCGCDNRDLFYCAHVVALSLYRIRHAHQVELRLPISETLSQMNRDQLQKFVQYLISAHHTEVLPTAQRLADEILLLGSEINLVNGAPDPTAGAGIEDANCWHLDEEQIQEQVKQLLSNGGYYGASQQLRSMFSKVREMLRMRDSNGA.... Result: 1 (interaction). (3) The miRNA is hsa-miR-4747-5p with sequence AGGGAAGGAGGCUUGGUCUUAG. The protein sequence of the target gene is MDSAGQDINLNSPNKGLLSDSMTDVPVDTGVAARTPAVEGLTEAEEEELRAELTKVEEEIVTLRQVLAAKERHCGELKRRLGLSTLGELKQNLSRSWHDVQVSSAYVKTSEKLGEWNEKVTQSDLYKKTQETLSQAGQKTSAALSTVGSAISRKLGDMRNSATFKSFEDRVGTIKSKVVGDRENGSDNLPSSAGSGDKPLSDPAPF. Result: 1 (interaction). (4) The miRNA is hsa-miR-92a-2-5p with sequence GGGUGGGGAUUUGUUGCAUUAC. The protein sequence of the target gene is MSGRSVRAETRSRAKDDIKRVMAAIEKVRKWEKKWVTVGDTSLRIYKWVPVTEPKVDDKNKNKKKGKDEKCGSEVTTPENSSSPGMMDMHDDNSNQSSIADASPIKQENSSNSSPAPEPNSAVPSDGTEAKVDEAQADGKEHPGAEDASDEQNSQSSMEHSMNSSEKVDRQPSGDSGLAAETSAISQDLEGVPPSKKMKLEASQQNSEEM. Result: 1 (interaction). (5) The miRNA is hsa-miR-585-3p with sequence UGGGCGUAUCUGUAUGCUA. The protein sequence of the target gene is MAAAAAAGAGPEMVRGQVFDVGPRYTNLSYIGEGAYGMVCSAYDNVNKVRVAIKKISPFEHQTYCQRTLREIKILLRFRHENIIGINDIIRAPTIEQMKDVYIVQDLMETDLYKLLKTQHLSNDHICYFLYQILRGLKYIHSANVLHRDLKPSNLLLNTTCDLKICDFGLARVADPDHDHTGFLTEYVATRWYRAPEIMLNSKGYTKSIDIWSVGCILAEMLSNRPIFPGKHYLDQLNHILGILGSPSQEDLNCIINLKARNYLLSLPHKNKVPWNRLFPNADSKALDLLDKMLTFNPHK.... Result: 1 (interaction).